Dataset: Catalyst prediction with 721,799 reactions and 888 catalyst types from USPTO. Task: Predict which catalyst facilitates the given reaction. (1) Reactant: [CH3:1][N:2]([C:6]1[CH:25]=[CH:24][C:9]2[N:10]([CH2:17][CH:18]3[CH2:23][CH2:22][O:21][CH2:20][CH2:19]3)[C:11]([C:13]([F:16])([F:15])[F:14])=[N:12][C:8]=2[CH:7]=1)C(=O)C. Product: [CH3:1][NH:2][C:6]1[CH:25]=[CH:24][C:9]2[N:10]([CH2:17][CH:18]3[CH2:23][CH2:22][O:21][CH2:20][CH2:19]3)[C:11]([C:13]([F:14])([F:15])[F:16])=[N:12][C:8]=2[CH:7]=1. The catalyst class is: 33. (2) Reactant: [NH2:1][C:2]1[C:3]([CH3:41])=[CH:4][C:5]2[CH2:11][C@@H:10]([NH:12][C:13]([N:15]3[CH2:20][CH2:19][CH:18]([N:21]4[CH2:30][C:29]5[C:24](=[CH:25][CH:26]=[CH:27][CH:28]=5)[NH:23][C:22]4=[O:31])[CH2:17][CH2:16]3)=[O:14])[C:9](=[O:32])[N:8]([CH2:33][C:34]3[CH:39]=[CH:38][CH:37]=[CH:36][CH:35]=3)[CH2:7][C:6]=2[CH:40]=1.[F:42][C:43]([F:48])([F:47])[C:44]([OH:46])=[O:45]. Product: [F:42][C:43]([F:48])([F:47])[C:44]([OH:46])=[O:45].[NH2:1][C:2]1[C:3]([CH3:41])=[CH:4][C:5]2[CH2:11][C@@H:10]([NH:12][C:13]([N:15]3[CH2:16][CH2:17][CH:18]([N:21]4[CH2:30][C:29]5[C:24](=[CH:25][CH:26]=[CH:27][CH:28]=5)[NH:23][C:22]4=[O:31])[CH2:19][CH2:20]3)=[O:14])[C:9](=[O:32])[N:8]([CH2:33][C:34]3[CH:39]=[CH:38][CH:37]=[CH:36][CH:35]=3)[CH2:7][C:6]=2[CH:40]=1. The catalyst class is: 4. (3) Reactant: [F:1][C:2]1[CH:3]=[C:4]([NH2:18])[CH:5]=[CH:6][C:7]=1[O:8][C:9]1[C:10]2[CH:17]=[CH:16][NH:15][C:11]=2[N:12]=[CH:13][N:14]=1.[F:19][C:20]1[CH:25]=[CH:24][C:23]([NH:26][C:27]([C:29]2([C:32](O)=[O:33])[CH2:31][CH2:30]2)=[O:28])=[CH:22][CH:21]=1.CN(C(ON1N=NC2C=CC=NC1=2)=[N+](C)C)C.F[P-](F)(F)(F)(F)F.C(N(CC)CC)C. Product: [F:19][C:20]1[CH:21]=[CH:22][C:23]([NH:26][C:27]([C:29]2([C:32]([NH:18][C:4]3[CH:5]=[CH:6][C:7]([O:8][C:9]4[C:10]5[CH:17]=[CH:16][NH:15][C:11]=5[N:12]=[CH:13][N:14]=4)=[C:2]([F:1])[CH:3]=3)=[O:33])[CH2:31][CH2:30]2)=[O:28])=[CH:24][CH:25]=1. The catalyst class is: 136.